Dataset: Full USPTO retrosynthesis dataset with 1.9M reactions from patents (1976-2016). Task: Predict the reactants needed to synthesize the given product. (1) The reactants are: [Br:1][C:2]1[C:7]([F:8])=[CH:6][C:5]([CH3:9])=[C:4]([Cl:10])[CH:3]=1.[Br:11]N1C(=O)CCC1=O.C(OOC(=O)C1C=CC=CC=1)(=O)C1C=CC=CC=1. Given the product [Br:1][C:2]1[CH:3]=[C:4]([Cl:10])[C:5]([CH2:9][Br:11])=[CH:6][C:7]=1[F:8], predict the reactants needed to synthesize it. (2) Given the product [CH3:36][O:35][CH2:34][CH2:33][O:32][C:31]([NH:1][C@H:2]1[CH2:7][CH2:6][CH2:5][CH2:4][C@@H:3]1[N:8]1[C:12]([C:13]2[CH:18]=[CH:17][CH:16]=[CH:15][CH:14]=2)=[C:11]([C:19]([O:21][CH2:22][CH3:23])=[O:20])[N:10]=[CH:9]1)=[O:37], predict the reactants needed to synthesize it. The reactants are: [NH2:1][C@H:2]1[CH2:7][CH2:6][CH2:5][CH2:4][C@@H:3]1[N:8]1[C:12]([C:13]2[CH:18]=[CH:17][CH:16]=[CH:15][CH:14]=2)=[C:11]([C:19]([O:21][CH2:22][CH3:23])=[O:20])[N:10]=[CH:9]1.C(N(CC)CC)C.[C:31](Cl)(=[O:37])[O:32][CH2:33][CH2:34][O:35][CH3:36].C(=O)(O)[O-].[Na+]. (3) The reactants are: [OH-].[CH2:2]([N+:6]([CH2:15][CH2:16][CH2:17][CH3:18])([CH2:11][CH2:12][CH2:13][CH3:14])[CH2:7][CH2:8][CH2:9][CH3:10])[CH2:3][CH2:4][CH3:5].[P:19]([O-:27])([O:24][CH2:25][CH3:26])([O:21][CH2:22][CH3:23])=[O:20]. Given the product [CH2:22]([O:21][P:19]([O-:27])([O:24][CH2:25][CH3:26])=[O:20])[CH3:23].[CH2:15]([N+:6]([CH2:2][CH2:3][CH2:4][CH3:5])([CH2:7][CH2:8][CH2:9][CH3:10])[CH2:11][CH2:12][CH2:13][CH3:14])[CH2:16][CH2:17][CH3:18], predict the reactants needed to synthesize it. (4) Given the product [N+:1]([C:19]1[CH:20]=[CH:21][C:11]2[NH:10][C:16](=[O:17])[CH2:15][CH2:14][CH2:13][C:12]=2[CH:18]=1)([O-:4])=[O:2], predict the reactants needed to synthesize it. The reactants are: [N+:1]([O-:4])(O)=[O:2].S(O)(O)(=O)=O.[NH:10]1[C:16](=[O:17])[CH2:15][CH2:14][CH2:13][C:12]2[CH:18]=[CH:19][CH:20]=[CH:21][C:11]1=2.[N+]([O-])(O)=O.S(=O)(=O)(O)O. (5) Given the product [NH2:35][C:33]1[N:32]=[CH:31][N:30]=[C:29]2[N:28]([CH:8]([C:6]3[C:5]([O:11][CH3:12])=[C:4]([CH:13]4[CH2:16][N:15]([C:17]([O:19][C:20]([CH3:23])([CH3:22])[CH3:21])=[O:18])[CH2:14]4)[C:3]([CH3:24])=[C:2]([Cl:1])[CH:7]=3)[CH3:9])[N:27]=[C:26]([Br:25])[C:34]=12, predict the reactants needed to synthesize it. The reactants are: [Cl:1][C:2]1[C:3]([CH3:24])=[C:4]([CH:13]2[CH2:16][N:15]([C:17]([O:19][C:20]([CH3:23])([CH3:22])[CH3:21])=[O:18])[CH2:14]2)[C:5]([O:11][CH3:12])=[C:6]([CH:8](Cl)[CH3:9])[CH:7]=1.[Br:25][C:26]1[C:34]2[C:29](=[N:30][CH:31]=[N:32][C:33]=2[NH2:35])[NH:28][N:27]=1.[I-].[K+].C(=O)([O-])[O-].[Cs+].[Cs+]. (6) Given the product [I:13][C:3]1[C:4]2[CH2:10][CH2:9][CH2:8][CH2:7][CH2:6][C:5]=2[NH:1][N:2]=1, predict the reactants needed to synthesize it. The reactants are: [NH:1]1[C:5]2[CH2:6][CH2:7][CH2:8][CH2:9][CH2:10][C:4]=2[CH:3]=[N:2]1.[OH-].[K+].[I:13]I.